This data is from NCI-60 drug combinations with 297,098 pairs across 59 cell lines. The task is: Regression. Given two drug SMILES strings and cell line genomic features, predict the synergy score measuring deviation from expected non-interaction effect. (1) Synergy scores: CSS=-2.88, Synergy_ZIP=5.76, Synergy_Bliss=9.75, Synergy_Loewe=1.62, Synergy_HSA=1.51. Drug 1: C1=CN(C(=O)N=C1N)C2C(C(C(O2)CO)O)O.Cl. Cell line: HT29. Drug 2: CCCCCOC(=O)NC1=NC(=O)N(C=C1F)C2C(C(C(O2)C)O)O. (2) Drug 1: COC1=CC(=CC(=C1O)OC)C2C3C(COC3=O)C(C4=CC5=C(C=C24)OCO5)OC6C(C(C7C(O6)COC(O7)C8=CC=CS8)O)O. Drug 2: CCN(CC)CCCC(C)NC1=C2C=C(C=CC2=NC3=C1C=CC(=C3)Cl)OC. Cell line: MOLT-4. Synergy scores: CSS=87.6, Synergy_ZIP=7.19, Synergy_Bliss=6.77, Synergy_Loewe=3.27, Synergy_HSA=8.48. (3) Synergy scores: CSS=17.9, Synergy_ZIP=-3.22, Synergy_Bliss=-0.397, Synergy_Loewe=-15.3, Synergy_HSA=-2.40. Cell line: ACHN. Drug 1: CS(=O)(=O)CCNCC1=CC=C(O1)C2=CC3=C(C=C2)N=CN=C3NC4=CC(=C(C=C4)OCC5=CC(=CC=C5)F)Cl. Drug 2: C(=O)(N)NO. (4) Drug 1: CNC(=O)C1=CC=CC=C1SC2=CC3=C(C=C2)C(=NN3)C=CC4=CC=CC=N4. Drug 2: C1=NC2=C(N=C(N=C2N1C3C(C(C(O3)CO)O)O)F)N. Cell line: DU-145. Synergy scores: CSS=-1.22, Synergy_ZIP=-0.374, Synergy_Bliss=-4.19, Synergy_Loewe=-6.93, Synergy_HSA=-6.84. (5) Drug 1: CCC1(CC2CC(C3=C(CCN(C2)C1)C4=CC=CC=C4N3)(C5=C(C=C6C(=C5)C78CCN9C7C(C=CC9)(C(C(C8N6C=O)(C(=O)OC)O)OC(=O)C)CC)OC)C(=O)OC)O.OS(=O)(=O)O. Drug 2: CS(=O)(=O)CCNCC1=CC=C(O1)C2=CC3=C(C=C2)N=CN=C3NC4=CC(=C(C=C4)OCC5=CC(=CC=C5)F)Cl. Cell line: HCC-2998. Synergy scores: CSS=33.8, Synergy_ZIP=15.4, Synergy_Bliss=15.1, Synergy_Loewe=-16.9, Synergy_HSA=11.2. (6) Drug 1: C1=CC(=CC=C1CC(C(=O)O)N)N(CCCl)CCCl.Cl. Drug 2: CC1=CC=C(C=C1)C2=CC(=NN2C3=CC=C(C=C3)S(=O)(=O)N)C(F)(F)F. Cell line: UACC-257. Synergy scores: CSS=-1.97, Synergy_ZIP=0.281, Synergy_Bliss=-0.964, Synergy_Loewe=-5.14, Synergy_HSA=-4.56.